Dataset: Full USPTO retrosynthesis dataset with 1.9M reactions from patents (1976-2016). Task: Predict the reactants needed to synthesize the given product. Given the product [C:1]1([S:7]([C:8]2[CH:17]=[C:16]3[C:11]([CH2:12][CH2:13][CH2:14][C:15]3=[O:18])=[CH:10][CH:9]=2)(=[O:19])=[O:25])[CH:6]=[CH:5][CH:4]=[CH:3][CH:2]=1, predict the reactants needed to synthesize it. The reactants are: [C:1]1([S:7][C:8]2[CH:17]=[C:16]3[C:11]([CH2:12][CH2:13][CH2:14][C:15]3=[O:18])=[CH:10][CH:9]=2)[CH:6]=[CH:5][CH:4]=[CH:3][CH:2]=1.[OH:19]OS([O-])=O.[K+].[OH2:25].